This data is from Reaction yield outcomes from USPTO patents with 853,638 reactions. The task is: Predict the reaction yield, written as a fraction of the theoretical maximum amount of product (1.0 means a 100% yield; for example, 0.34 means a 34% yield). (1) The reactants are Cl.[CH3:2][O:3][C:4]([C:7]1[N:11]([CH2:12][CH:13]2[CH2:18][CH2:17][O:16][CH2:15][CH2:14]2)[C:10]2[CH:19]=[CH:20][C:21]([NH:23][CH3:24])=[CH:22][C:9]=2[N:8]=1)([CH3:6])[CH3:5].[C:25]([NH:28][C:29]1[CH:34]=[CH:33][C:32]([S:35](Cl)(=[O:37])=[O:36])=[CH:31][CH:30]=1)(=[O:27])[CH3:26]. The catalyst is CN(C1C=CN=CC=1)C.CC#N. The product is [CH3:2][O:3][C:4]([C:7]1[N:11]([CH2:12][CH:13]2[CH2:18][CH2:17][O:16][CH2:15][CH2:14]2)[C:10]2[CH:19]=[CH:20][C:21]([N:23]([CH3:24])[S:35]([C:32]3[CH:31]=[CH:30][C:29]([NH:28][C:25](=[O:27])[CH3:26])=[CH:34][CH:33]=3)(=[O:37])=[O:36])=[CH:22][C:9]=2[N:8]=1)([CH3:6])[CH3:5]. The yield is 0.720. (2) The reactants are [CH3:1][C:2]1[N:11]([C:12]2[CH:13]=[C:14]([CH3:18])[CH:15]=[CH:16][CH:17]=2)[C:10](=[O:19])[C:9]2[C:4](=[CH:5][CH:6]=[CH:7][CH:8]=2)[N:3]=1.[OH:20][C:21]1[C:28]([O:29][CH3:30])=[CH:27][CH:26]=[CH:25][C:22]=1[CH:23]=O.CC([O-])=O.[Na+]. The catalyst is CC(O)=O. The product is [OH:20][C:21]1[C:28]([O:29][CH3:30])=[CH:27][CH:26]=[CH:25][C:22]=1[CH:23]=[CH:1][C:2]1[N:11]([C:12]2[CH:13]=[C:14]([CH3:18])[CH:15]=[CH:16][CH:17]=2)[C:10](=[O:19])[C:9]2[C:4](=[CH:5][CH:6]=[CH:7][CH:8]=2)[N:3]=1. The yield is 0.850. (3) The reactants are [OH:1][C:2]1[C:3]([C:8]([OH:10])=O)=[N:4][CH:5]=[CH:6][CH:7]=1.C(N(C(C)C)CC)(C)C.CN(C)CCCN=C=NCC.ON1C2C=CC=CC=2N=N1.Cl.[C:42]([O:46][C:47](=[O:50])[CH2:48][NH2:49])([CH3:45])([CH3:44])[CH3:43]. The catalyst is CN(C=O)C. The product is [C:42]([O:46][C:47](=[O:50])[CH2:48][NH:49][C:8]([C:3]1[C:2]([OH:1])=[CH:7][CH:6]=[CH:5][N:4]=1)=[O:10])([CH3:45])([CH3:44])[CH3:43]. The yield is 0.220. (4) The reactants are [C:1]([N:5]1[C:9](=O)[CH2:8][CH:7]([NH:11][C:12]([NH:14][C:15]2[CH:20]=[CH:19][C:18]([O:21][C:22]3[CH:27]=[CH:26][N:25]=[C:24]([C:28]4[CH:29]=[N:30][N:31]([CH3:33])[CH:32]=4)[CH:23]=3)=[CH:17][C:16]=2[F:34])=[O:13])[CH2:6]1)([CH3:4])([CH3:3])[CH3:2].[H-].[H-].[H-].[H-].[Li+].[Al+3].C1COCC1. The catalyst is C1COCC1. The product is [C:1]([N:5]1[CH2:9][CH2:8][CH:7]([NH:11][C:12]([NH:14][C:15]2[CH:20]=[CH:19][C:18]([O:21][C:22]3[CH:27]=[CH:26][N:25]=[C:24]([C:28]4[CH:29]=[N:30][N:31]([CH3:33])[CH:32]=4)[CH:23]=3)=[CH:17][C:16]=2[F:34])=[O:13])[CH2:6]1)([CH3:4])([CH3:3])[CH3:2]. The yield is 0.490. (5) The reactants are Cl.[NH2:2][C:3]1[CH:24]=[CH:23][C:6]([O:7][C:8]2[CH:13]=[CH:12][N:11]=[C:10]([NH:14][CH2:15][CH2:16][N:17]3[CH2:22][CH2:21][O:20][CH2:19][CH2:18]3)[CH:9]=2)=[C:5]([F:25])[CH:4]=1.NC1N=CN=C(OC2C=CC(NC(NC(=O)CC3C=CC(F)=CC=3)=S)=CC=2F)C=1.CN(C(ON1N=NC2C=CC=CC1=2)=[N+](C)C)C.[B-](F)(F)(F)F.CCN(C(C)C)C(C)C.COC1C=CC(CNC2N=C(OC3C=CC(N[C:108](=[O:120])[CH2:109][C:110]([NH:112][C:113]4[CH:118]=[CH:117][C:116]([F:119])=[CH:115][CH:114]=4)=[O:111])=CC=3F)C=CN=2)=CC=1. The catalyst is CN(C=O)C. The product is [F:25][C:5]1[CH:4]=[C:3]([NH:2][C:108](=[O:120])[CH2:109][C:110]([NH:112][C:113]2[CH:118]=[CH:117][C:116]([F:119])=[CH:115][CH:114]=2)=[O:111])[CH:24]=[CH:23][C:6]=1[O:7][C:8]1[CH:13]=[CH:12][N:11]=[C:10]([NH:14][CH2:15][CH2:16][N:17]2[CH2:22][CH2:21][O:20][CH2:19][CH2:18]2)[CH:9]=1. The yield is 0.400.